Dataset: Forward reaction prediction with 1.9M reactions from USPTO patents (1976-2016). Task: Predict the product of the given reaction. (1) Given the reactants [Br:1][C:2]1[CH:3]=[CH:4][C:5]([F:11])=[C:6]([CH:10]=1)[C:7](O)=[O:8].Cl.[CH3:13][NH:14][CH3:15].CCN=C=NCCCN(C)C.Cl.C1C=CC2N(O)N=NC=2C=1.O.C(=O)([O-])[O-].[K+].[K+].C(=O)([O-])O.[Na+], predict the reaction product. The product is: [Br:1][C:2]1[CH:3]=[CH:4][C:5]([F:11])=[C:6]([CH:10]=1)[C:7]([N:14]([CH3:15])[CH3:13])=[O:8]. (2) Given the reactants [C:1]([O:5][C:6]([N:8]1[CH2:13][CH2:12][N:11]([C:14]2[CH:19]=[CH:18][CH:17]=[C:16]([NH2:20])[C:15]=2[C:21]#[N:22])[CH2:10][CH2:9]1)=[O:7])([CH3:4])([CH3:3])[CH3:2].CCN(CC)CC.[F:30][C:31]1[CH:39]=[CH:38][C:34]([C:35](Cl)=[O:36])=[CH:33][CH:32]=1, predict the reaction product. The product is: [C:1]([O:5][C:6]([N:8]1[CH2:13][CH2:12][N:11]([C:14]2[CH:19]=[CH:18][CH:17]=[C:16]([NH:20][C:35](=[O:36])[C:34]3[CH:38]=[CH:39][C:31]([F:30])=[CH:32][CH:33]=3)[C:15]=2[C:21]#[N:22])[CH2:10][CH2:9]1)=[O:7])([CH3:4])([CH3:2])[CH3:3]. (3) Given the reactants [Cl:1][C:2]1[CH:3]=[C:4]([N:17]2[C:22](=[O:23])[NH:21][C:20](=[O:24])[CH:19]=[N:18]2)[CH:5]=[CH:6][C:7]=1[CH:8](Cl)[C:9]1[CH:14]=[CH:13][C:12]([Cl:15])=[CH:11][CH:10]=1.[OH:25][CH:26]1[CH2:31][CH2:30][NH:29][CH2:28][CH2:27]1.C(=O)(O)[O-].[Na+], predict the reaction product. The product is: [Cl:1][C:2]1[CH:3]=[C:4]([N:17]2[C:22](=[O:23])[NH:21][C:20](=[O:24])[CH:19]=[N:18]2)[CH:5]=[CH:6][C:7]=1[CH:8]([C:9]1[CH:14]=[CH:13][C:12]([Cl:15])=[CH:11][CH:10]=1)[N:29]1[CH2:30][CH2:31][CH:26]([OH:25])[CH2:27][CH2:28]1. (4) Given the reactants [C:1]([C:4]1[O:5][CH:6]=[CH:7][CH:8]=1)(=[O:3])[CH3:2].[Br:9]N1C(=O)CCC1=O.O, predict the reaction product. The product is: [Br:9][C:6]1[O:5][C:4]([C:1](=[O:3])[CH3:2])=[CH:8][CH:7]=1. (5) Given the reactants [CH3:1][O:2][C:3](=[O:13])[C:4]1[CH:12]=[CH:11][C:7]([C:8](O)=[O:9])=[CH:6][CH:5]=1.[OH:14][CH:15]([CH3:19])[C:16](=[O:18])[CH3:17].N1C=CC=CC=1.CCN=C=NCCCN(C)C.Cl.Cl, predict the reaction product. The product is: [CH3:19][CH:15]([O:14][C:8](=[O:9])[C:7]1[CH:6]=[CH:5][C:4]([C:3]([O:2][CH3:1])=[O:13])=[CH:12][CH:11]=1)[C:16](=[O:18])[CH3:17]. (6) Given the reactants [OH:1][N:2]=[C:3]([C:5]1[CH:10]=[CH:9][CH:8]=[C:7]([N:11]2[C:15]3[C:16]4[CH:17]=[CH:18][CH:19]=[CH:20][C:21]=4[S:22](=[O:25])(=[O:24])[CH2:23][C:14]=3[C:13]([C:26]([N:28]3[CH2:33][CH2:32][O:31][CH2:30][CH2:29]3)=[O:27])=[N:12]2)[CH:6]=1)[NH2:4].[C:34](O)(=O)[CH2:35][CH3:36], predict the reaction product. The product is: [CH2:35]([C:36]1[O:1][N:2]=[C:3]([C:5]2[CH:6]=[C:7]([N:11]3[C:15]4[C:16]5[CH:17]=[CH:18][CH:19]=[CH:20][C:21]=5[S:22](=[O:24])(=[O:25])[CH2:23][C:14]=4[C:13]([C:26]([N:28]4[CH2:33][CH2:32][O:31][CH2:30][CH2:29]4)=[O:27])=[N:12]3)[CH:8]=[CH:9][CH:10]=2)[N:4]=1)[CH3:34].